This data is from Full USPTO retrosynthesis dataset with 1.9M reactions from patents (1976-2016). The task is: Predict the reactants needed to synthesize the given product. (1) The reactants are: C([N:8](CC1C=CC=CC=1)[CH2:9][CH2:10][C@H:11]1[CH2:13][C@@H:12]1[CH:14]1[CH2:19][CH2:18][N:17]([C:20]([O:22][C:23]([CH3:26])([CH3:25])[CH3:24])=[O:21])[CH2:16][CH2:15]1)C1C=CC=CC=1.[H][H]. Given the product [NH2:8][CH2:9][CH2:10][C@H:11]1[CH2:13][C@@H:12]1[CH:14]1[CH2:19][CH2:18][N:17]([C:20]([O:22][C:23]([CH3:26])([CH3:25])[CH3:24])=[O:21])[CH2:16][CH2:15]1, predict the reactants needed to synthesize it. (2) Given the product [C:45]([NH:48][NH:49][C:22]([C:21]1[CH:25]=[CH:26][C:18]([O:17][C:16]2[N:12]([CH2:10][CH3:11])[N:13]=[C:14]([C:27]3[CH:28]=[C:29]([C:33]([NH:36][S:37]([CH2:40][C:41]([F:42])([F:44])[F:43])(=[O:39])=[O:38])([CH3:34])[CH3:35])[CH:30]=[CH:31][CH:32]=3)[CH:15]=2)=[CH:19][CH:20]=1)=[O:24])(=[O:47])[CH3:46], predict the reactants needed to synthesize it. The reactants are: C(N(C(C)C)CC)(C)C.[CH2:10]([N:12]1[C:16]([O:17][C:18]2[CH:26]=[CH:25][C:21]([C:22]([OH:24])=O)=[CH:20][CH:19]=2)=[CH:15][C:14]([C:27]2[CH:32]=[CH:31][CH:30]=[C:29]([C:33]([NH:36][S:37]([CH2:40][C:41]([F:44])([F:43])[F:42])(=[O:39])=[O:38])([CH3:35])[CH3:34])[CH:28]=2)=[N:13]1)[CH3:11].[C:45]([NH:48][NH2:49])(=[O:47])[CH3:46]. (3) Given the product [CH3:28][C:27]1[CH:3]=[C:2]([CH2:1][NH:4][C:5]([C:7]2[C:8](=[O:24])[N:9]([C:14]3[CH:19]=[CH:18][CH:17]=[C:16]([C:20]([F:21])([F:22])[F:23])[CH:15]=3)[C:10]([CH3:13])=[CH:11][CH:12]=2)=[O:6])[O:25][N:26]=1, predict the reactants needed to synthesize it. The reactants are: [CH2:1]([NH:4][C:5]([C:7]1[C:8](=[O:24])[N:9]([C:14]2[CH:19]=[CH:18][CH:17]=[C:16]([C:20]([F:23])([F:22])[F:21])[CH:15]=2)[C:10]([CH3:13])=[CH:11][CH:12]=1)=[O:6])[C:2]#[CH:3].[OH:25][N:26]=[C:27](Cl)[CH3:28].O. (4) Given the product [CH3:23][S:24]([O:1][CH2:2][CH:3]1[CH2:8][CH2:7][N:6]([C:9]([O:11][C:12]([CH3:15])([CH3:14])[CH3:13])=[O:10])[CH2:5][CH2:4]1)(=[O:26])=[O:25], predict the reactants needed to synthesize it. The reactants are: [OH:1][CH2:2][CH:3]1[CH2:8][CH2:7][N:6]([C:9]([O:11][C:12]([CH3:15])([CH3:14])[CH3:13])=[O:10])[CH2:5][CH2:4]1.CCN(CC)CC.[CH3:23][S:24](Cl)(=[O:26])=[O:25].